From a dataset of Experimentally validated miRNA-target interactions with 360,000+ pairs, plus equal number of negative samples. Binary Classification. Given a miRNA mature sequence and a target amino acid sequence, predict their likelihood of interaction. Result: 0 (no interaction). The miRNA is hsa-miR-5696 with sequence CUCAUUUAAGUAGUCUGAUGCC. The protein sequence of the target gene is MSILLPNMAEFDTISELEEEEEAATSSSSPSSSPSSSSSSSVSGPDEDEEDEEEEEEEDEEEEDEEEEEEEVPPPPRVVSEEHLRRYAPDPVLVRGAGHITVFGLSNKFDTEFPSVLTGKVAPEEFKTSIGRVNSCLKKALPVNVKWLLCGCLCCCCTLGCSLWPVICLNKRTRRSIQKLLEWENNRLYHKLALHWKLTKRKCETSNMMEYVILIEFLPKYPIFRPD.